This data is from Reaction yield outcomes from USPTO patents with 853,638 reactions. The task is: Predict the reaction yield, written as a fraction of the theoretical maximum amount of product (1.0 means a 100% yield; for example, 0.34 means a 34% yield). (1) The reactants are [CH2:1]([O:3][C:4]([C:6]1[S:10][C:9]([NH2:11])=[N:8][CH:7]=1)=[O:5])[CH3:2].[C:12]([O:16][C:17]([O:19]C(OC(C)(C)C)=O)=[O:18])([CH3:15])([CH3:14])[CH3:13].O1CCC[CH2:28]1. The catalyst is CN(C)C1C=CN=CC=1. The product is [CH2:1]([O:3][C:4]([C:6]1[S:10][C:9]([NH:11][O:19][C:17]([O:16][C:12]([CH3:15])([CH3:14])[CH3:13])=[O:18])=[N:8][C:7]=1[CH3:28])=[O:5])[CH3:2]. The yield is 0.700. (2) The reactants are [CH3:1][N:2]1[CH2:7][CH2:6][N:5]([C:8]2[C:13]([CH2:14][CH:15]3[CH2:20][CH2:19][CH2:18][NH:17][C:16]3=[O:21])=[N:12][CH:11]=[CH:10][N:9]=2)[CH2:4][CH2:3]1.Br[C:23]1[CH:28]=[CH:27][C:26]([C:29]2([CH3:35])[CH2:34][CH2:33][O:32][CH2:31][CH2:30]2)=[CH:25][CH:24]=1.C(N)CN.C(=O)([O-])[O-].[K+].[K+]. The catalyst is C1(C)C=CC=CC=1. The product is [CH3:1][N:2]1[CH2:7][CH2:6][N:5]([C:8]2[C:13]([CH2:14][CH:15]3[CH2:20][CH2:19][CH2:18][N:17]([C:23]4[CH:24]=[CH:25][C:26]([C:29]5([CH3:35])[CH2:30][CH2:31][O:32][CH2:33][CH2:34]5)=[CH:27][CH:28]=4)[C:16]3=[O:21])=[N:12][CH:11]=[CH:10][N:9]=2)[CH2:4][CH2:3]1. The yield is 0.310.